Dataset: Forward reaction prediction with 1.9M reactions from USPTO patents (1976-2016). Task: Predict the product of the given reaction. (1) Given the reactants [NH2:1][C:2]1[C:11]([I:12])=[CH:10][C:5]([C:6]([O:8][CH3:9])=[O:7])=[C:4]([Cl:13])[CH:3]=1.[N:14]([O-])=O.[Na+].O.O.[Sn](Cl)Cl, predict the reaction product. The product is: [Cl:13][C:4]1[CH:3]=[C:2]([NH:1][NH2:14])[C:11]([I:12])=[CH:10][C:5]=1[C:6]([O:8][CH3:9])=[O:7]. (2) Given the reactants [NH2:1][C@H:2]1[CH2:7][C@@H:6]([C:8]([OH:10])=[O:9])[C@@H:5]([N:11]2[CH2:15][CH2:14][C@H:13]([NH:16][C:17]([O:19][CH2:20][C:21]3[CH:26]=[CH:25][CH:24]=[CH:23][CH:22]=3)=[O:18])[C:12]2=[O:27])[CH2:4][CH2:3]1.[CH3:28]N1CCOCC1.[CH3:35][C:36]([CH3:38])=O.C(O[BH-](OC(=O)C)OC(=O)C)(=O)C.[Na+].C=O, predict the reaction product. The product is: [CH2:20]([O:19][C:17]([NH:16][C@H:13]1[CH2:14][CH2:15][N:11]([C@H:5]2[CH2:4][CH2:3][C@@H:2]([N:1]([CH:36]([CH3:38])[CH3:35])[CH3:28])[CH2:7][C@H:6]2[C:8]([OH:10])=[O:9])[C:12]1=[O:27])=[O:18])[C:21]1[CH:22]=[CH:23][CH:24]=[CH:25][CH:26]=1.